From a dataset of Full USPTO retrosynthesis dataset with 1.9M reactions from patents (1976-2016). Predict the reactants needed to synthesize the given product. (1) The reactants are: [Cl:1][C:2]1[CH:9]=[CH:8][C:5]([CH:6]=O)=[CH:4][C:3]=1[F:10].C([O-])(=O)C.[NH4+].[N+:16]([CH3:19])([O-:18])=[O:17].O. Given the product [Cl:1][C:2]1[CH:9]=[CH:8][C:5](/[CH:6]=[CH:19]/[N+:16]([O-:18])=[O:17])=[CH:4][C:3]=1[F:10], predict the reactants needed to synthesize it. (2) Given the product [O:25]([C:22]1[C:9]([C:9]2[CH:10]=[C:11]3[CH:17]=[CH:16][NH:15][C:12]3=[N:13][CH:14]=2)=[CH:10][CH:11]=[CH:12][N:13]=1)[C:28]1[CH:29]=[CH:30][CH:31]=[CH:32][CH:33]=1, predict the reactants needed to synthesize it. The reactants are: CC1(C)C(C)(C)OB([C:9]2[CH:10]=[C:11]3[CH:17]=[CH:16][NH:15][C:12]3=[N:13][CH:14]=2)O1.[I-].[Li+].[Cl-].[C:22]([O-:25])([O-])=O.[Na+].[Na+].[C:28]1(C)[CH:33]=[CH:32][CH:31]=[CH:30][CH:29]=1. (3) The reactants are: Cl[C:2]1[CH:7]=[CH:6][C:5]([C:8]2[N:9]=[CH:10][C:11]([NH2:14])=[N:12][CH:13]=2)=[C:4]([F:15])[CH:3]=1.[CH3:16][S:17]([C:20]1[CH:25]=[CH:24][CH:23]=[CH:22][C:21]=1B(O)O)(=[O:19])=[O:18]. Given the product [F:15][C:4]1[CH:3]=[C:2]([C:21]2[CH:22]=[CH:23][CH:24]=[CH:25][C:20]=2[S:17]([CH3:16])(=[O:19])=[O:18])[CH:7]=[CH:6][C:5]=1[C:8]1[N:9]=[CH:10][C:11]([NH2:14])=[N:12][CH:13]=1, predict the reactants needed to synthesize it. (4) Given the product [CH2:31]([O:30][C:28]([C:27]1[CH:16]([C:15]2[CH:18]=[C:19]([O:23][CH3:24])[C:20]([O:21][CH3:22])=[C:13]([Br:12])[CH:14]=2)[C:2]2[C:1](=[C:10]3[CH:9]=[CH:8][CH:7]=[CH:6][C:5]3=[CH:4][CH:3]=2)[O:11][C:25]=1[NH2:26])=[O:29])[CH3:32], predict the reactants needed to synthesize it. The reactants are: [C:1]1([OH:11])[C:10]2[C:5](=[CH:6][CH:7]=[CH:8][CH:9]=2)[CH:4]=[CH:3][CH:2]=1.[Br:12][C:13]1[CH:14]=[C:15]([CH:18]=[C:19]([O:23][CH3:24])[C:20]=1[O:21][CH3:22])[CH:16]=O.[C:25]([CH2:27][C:28]([O:30][CH2:31][CH3:32])=[O:29])#[N:26].N1CCCCC1. (5) The reactants are: [NH2:1][C:2]1[CH:7]=[CH:6][CH:5]=[CH:4][CH:3]=1.[NH2:8][C:9]1[CH:17]=[CH:16][C:12]([C:13]([OH:15])=O)=[CH:11][CH:10]=1.[N-:18]=[C:19]=[S:20].C(Cl)(Cl)=S.[C:25]([CH2:27][C:28]([NH2:30])=[O:29])#[N:26]. Given the product [NH2:8][C:9]1[CH:10]=[CH:11][C:12]([C:13]2[O:15][C:3]3[CH:4]=[CH:5][CH:6]=[CH:7][C:2]=3[N:1]=2)=[CH:16][CH:17]=1.[S:20]1[C:3]2[CH:4]=[CH:5][CH:6]=[CH:7][C:2]=2[N:18]=[CH:19]1.[N:1]1[C:2]2[CH:7]=[CH:6][CH:5]=[CH:4][C:3]=2[NH:26][CH:25]=1.[C:19]([CH:27]([C:25]#[N:26])[C:28]([NH2:30])=[O:29])(=[S:20])[NH2:18], predict the reactants needed to synthesize it. (6) Given the product [Cl:1][C:2]1[N:10]=[C:9]2[C:5]([N:6]=[C:7]([I:39])[N:8]2[CH:11]2[CH2:16][CH2:15][CH2:14][CH2:13][O:12]2)=[C:4]([N:17]2[CH2:22][CH2:21][O:20][CH2:19][CH2:18]2)[N:3]=1, predict the reactants needed to synthesize it. The reactants are: [Cl:1][C:2]1[N:10]=[C:9]2[C:5]([N:6]=[CH:7][N:8]2[CH:11]2[CH2:16][CH2:15][CH2:14][CH2:13][O:12]2)=[C:4]([N:17]2[CH2:22][CH2:21][O:20][CH2:19][CH2:18]2)[N:3]=1.CN(CCN(C)C)C.[Li]CCCC.ClCC[I:39]. (7) Given the product [CH2:29]([O:28][C:26](=[O:27])[CH2:25][CH2:24][CH2:23][N:1]1[C:5]([C:6]([O:8][CH2:9][CH3:10])=[O:7])=[CH:4][C:3]([C:11]([O:13][CH2:14][CH3:15])=[O:12])=[N:2]1)[CH3:30], predict the reactants needed to synthesize it. The reactants are: [NH:1]1[C:5]([C:6]([O:8][CH2:9][CH3:10])=[O:7])=[CH:4][C:3]([C:11]([O:13][CH2:14][CH3:15])=[O:12])=[N:2]1.C(=O)([O-])[O-].[K+].[K+].Br[CH2:23][CH2:24][CH2:25][C:26]([O:28][CH2:29][CH3:30])=[O:27].